From a dataset of Reaction yield outcomes from USPTO patents with 853,638 reactions. Predict the reaction yield, written as a fraction of the theoretical maximum amount of product (1.0 means a 100% yield; for example, 0.34 means a 34% yield). (1) The reactants are [O:1]=[C:2]1[CH:11]([CH2:12][C:13]([OH:15])=[O:14])[CH2:10][C:9]2[C:4](=[CH:5][CH:6]=[CH:7][CH:8]=2)[NH:3]1.[CH3:16]CN=C=NCCCN(C)C.Cl.CCN(C(C)C)C(C)C.C(Cl)Cl. The catalyst is CO. The product is [CH3:16][O:14][C:13](=[O:15])[CH2:12][CH:11]1[CH2:10][C:9]2[C:4](=[CH:5][CH:6]=[CH:7][CH:8]=2)[NH:3][C:2]1=[O:1]. The yield is 0.600. (2) The reactants are [S:1]([N:11]1[C:15]2=[N:16][CH:17]=[C:18]([NH:20][NH:21]C(OC(C)(C)C)=O)[N:19]=[C:14]2[CH:13]=[CH:12]1)([C:4]1[CH:10]=[CH:9][C:7]([CH3:8])=[CH:6][CH:5]=1)(=[O:3])=[O:2].S(N1C2=NC=C(N(C(OC(C)(C)C)=O)N)N=C2C=C1)(C1C=CC(C)=CC=1)(=O)=O.Cl. The catalyst is O1CCOCC1. The product is [NH:20]([C:18]1[N:19]=[C:14]2[CH:13]=[CH:12][N:11]([S:1]([C:4]3[CH:10]=[CH:9][C:7]([CH3:8])=[CH:6][CH:5]=3)(=[O:2])=[O:3])[C:15]2=[N:16][CH:17]=1)[NH2:21]. The yield is 0.500. (3) The reactants are N(C(OCC)=O)=NC(OCC)=O.[Cl:13][C:14]1[CH:33]=[CH:32][C:17]([NH:18][C:19]2[C:28]3[C:23](=[CH:24][C:25]([OH:31])=[C:26]([O:29][CH3:30])[CH:27]=3)[N:22]=[CH:21][N:20]=2)=[C:16]([F:34])[CH:15]=1.C1(P(C2C=CC=CC=2)C2C=CC=CC=2)C=CC=CC=1.O[CH2:55][CH2:56][N:57]1[CH2:62][CH2:61][O:60][CH2:59][C:58]1=[O:63]. The catalyst is C(Cl)Cl.C1COCC1. The product is [ClH:13].[Cl:13][C:14]1[CH:33]=[CH:32][C:17]([NH:18][C:19]2[C:28]3[C:23](=[CH:24][C:25]([O:31][CH2:55][CH2:56][N:57]4[CH2:62][CH2:61][O:60][CH2:59][C:58]4=[O:63])=[C:26]([O:29][CH3:30])[CH:27]=3)[N:22]=[CH:21][N:20]=2)=[C:16]([F:34])[CH:15]=1. The yield is 0.390. (4) The reactants are [CH2:1]([O:8][C@@H:9]1[CH2:13][CH2:12][NH:11][CH2:10]1)[C:2]1[CH:7]=[CH:6][CH:5]=[CH:4][CH:3]=1.O[C@@H]1CCNC1.C(O)C1C=CC=CC=1.[S:28](=[O:32])(=[O:31])([OH:30])[OH:29]. The catalyst is C(O)(C)C.C(OCC)(=O)C.CCCCCC. The product is [S:28]([OH:32])([OH:31])(=[O:30])=[O:29].[CH2:1]([O:8][C@@H:9]1[CH2:13][CH2:12][NH:11][CH2:10]1)[C:2]1[CH:3]=[CH:4][CH:5]=[CH:6][CH:7]=1. The yield is 0.0700. (5) The reactants are Cl.[F:2][C:3]1[CH:8]=[C:7]([N+:9]([O-])=O)[CH:6]=[CH:5][C:4]=1[O:12][C:13]1[C:22]2[C:17](=[CH:18][C:19]([O:25][CH2:26][CH2:27][CH2:28][N:29]3[CH2:33][CH2:32][CH2:31][CH2:30]3)=[C:20]([O:23][CH3:24])[CH:21]=2)[N:16]=[CH:15][CH:14]=1. The catalyst is [Fe].CCO. The product is [F:2][C:3]1[CH:8]=[C:7]([CH:6]=[CH:5][C:4]=1[O:12][C:13]1[C:22]2[C:17](=[CH:18][C:19]([O:25][CH2:26][CH2:27][CH2:28][N:29]3[CH2:30][CH2:31][CH2:32][CH2:33]3)=[C:20]([O:23][CH3:24])[CH:21]=2)[N:16]=[CH:15][CH:14]=1)[NH2:9]. The yield is 0.950. (6) The reactants are Cl[C:2]1[C:11]2[C:6](=[CH:7][CH:8]=[C:9]([Cl:12])[CH:10]=2)[N:5]=[CH:4][C:3]=1[C:13]([O:15][CH2:16][CH3:17])=[O:14].[NH2:18][C:19]1[CH:24]=[CH:23][C:22]([N:25]2[CH2:30][CH2:29][N:28]([C:31](=[O:34])[CH2:32][CH3:33])[CH2:27][CH2:26]2)=[C:21]([C:35]([F:38])([F:37])[F:36])[CH:20]=1.[OH-].[Na+]. The product is [Cl:12][C:9]1[CH:10]=[C:11]2[C:6](=[CH:7][CH:8]=1)[N:5]=[CH:4][C:3]([C:13]([O:15][CH2:16][CH3:17])=[O:14])=[C:2]2[NH:18][C:19]1[CH:24]=[CH:23][C:22]([N:25]2[CH2:30][CH2:29][N:28]([C:31](=[O:34])[CH2:32][CH3:33])[CH2:27][CH2:26]2)=[C:21]([C:35]([F:38])([F:37])[F:36])[CH:20]=1. The catalyst is O1CCOCC1.CCOC(C)=O. The yield is 0.930. (7) The reactants are [Cl:1][C:2]1[CH:26]=[CH:25][C:5]([O:6][CH2:7][C:8]2[NH:9][C:10]3[C:16]([O:17][CH2:18][C:19]4[CH:24]=[CH:23][CH:22]=[CH:21][CH:20]=4)=[CH:15][CH:14]=[CH:13][C:11]=3[N:12]=2)=[CH:4][CH:3]=1.[H-].[Na+].[C:29]([O:33][C:34]([N:36]1[CH2:41][CH2:40][CH2:39][CH:38]([CH2:42][CH2:43][CH2:44]Br)[CH2:37]1)=[O:35])([CH3:32])([CH3:31])[CH3:30]. The catalyst is CN(C)C=O. The product is [Cl:1][C:2]1[CH:3]=[CH:4][C:5]([O:6][CH2:7][C:8]2[N:12]([CH2:44][CH2:43][CH2:42][CH:38]3[CH2:39][CH2:40][CH2:41][N:36]([C:34]([O:33][C:29]([CH3:30])([CH3:32])[CH3:31])=[O:35])[CH2:37]3)[C:11]3[CH:13]=[CH:14][CH:15]=[C:16]([O:17][CH2:18][C:19]4[CH:20]=[CH:21][CH:22]=[CH:23][CH:24]=4)[C:10]=3[N:9]=2)=[CH:25][CH:26]=1. The yield is 0.380. (8) The reactants are Cl[CH:2]([C:14]1[CH:19]=[CH:18][CH:17]=[CH:16][CH:15]=1)[C:3]([C:5]1[C:13]2[C:8](=[CH:9][CH:10]=[CH:11][CH:12]=2)[NH:7][CH:6]=1)=[O:4].[S:20]1[CH:24]=[CH:23][CH:22]=[C:21]1[CH2:25][NH2:26].CCN(C(C)C)C(C)C. The catalyst is C(#N)C. The product is [NH:7]1[C:8]2[C:13](=[CH:12][CH:11]=[CH:10][CH:9]=2)[C:5]([C:3](=[O:4])[CH:2]([C:14]2[CH:19]=[CH:18][CH:17]=[CH:16][CH:15]=2)[NH:26][CH2:25][C:21]2[S:20][CH:24]=[CH:23][CH:22]=2)=[CH:6]1. The yield is 0.150. (9) The reactants are [C:1]12([CH2:11][CH2:12][N:13]([CH2:26][CH2:27][CH2:28][CH2:29][CH3:30])[C:14](=[O:25])[CH2:15][CH2:16][N:17]=[CH:18][C:19]3[CH:24]=[CH:23][N:22]=[CH:21][CH:20]=3)[CH2:10][CH:5]3[CH2:6][CH:7]([CH2:9][CH:3]([CH2:4]3)[CH2:2]1)[CH2:8]2. The catalyst is CO.[Pd]. The product is [C:1]12([CH2:11][CH2:12][N:13]([CH2:26][CH2:27][CH2:28][CH2:29][CH3:30])[C:14](=[O:25])[CH2:15][CH2:16][NH:17][CH2:18][C:19]3[CH:24]=[CH:23][N:22]=[CH:21][CH:20]=3)[CH2:8][CH:7]3[CH2:6][CH:5]([CH2:4][CH:3]([CH2:9]3)[CH2:2]1)[CH2:10]2. The yield is 0.360.